Dataset: Full USPTO retrosynthesis dataset with 1.9M reactions from patents (1976-2016). Task: Predict the reactants needed to synthesize the given product. (1) The reactants are: C[C:2]1[CH:3]=[CH:4][C:5]([N:11]2[N:15]=[CH:14][CH:13]=[N:12]2)=[C:6]([CH:10]=1)[C:7]([OH:9])=[O:8].BrC1C=CC([F:26])=CC=1C(O)=O. Given the product [F:26][C:2]1[CH:3]=[CH:4][C:5]([N:11]2[N:15]=[CH:14][CH:13]=[N:12]2)=[C:6]([CH:10]=1)[C:7]([OH:9])=[O:8], predict the reactants needed to synthesize it. (2) The reactants are: Br[C:2]1[CH:12]=[N:11][C:5]2[O:6][CH2:7][C:8](=[O:10])[NH:9][C:4]=2[CH:3]=1.[N:13]1[CH:18]=[CH:17][CH:16]=[C:15](B(O)O)[CH:14]=1.C1(P(C2C=CC=CC=2)C2C=CC=CC=2)C=CC=CC=1.C(=O)([O-])[O-].[K+].[K+]. Given the product [N:13]1[CH:18]=[CH:17][CH:16]=[C:15]([C:2]2[CH:12]=[N:11][C:5]3[O:6][CH2:7][C:8](=[O:10])[NH:9][C:4]=3[CH:3]=2)[CH:14]=1, predict the reactants needed to synthesize it. (3) Given the product [F:30][C:27]1[CH:28]=[CH:29][C:24]([C:22]2[CH:21]=[CH:20][N:14]=[C:13]([C:9]3[CH:8]=[C:7]([CH:12]=[CH:11][CH:10]=3)[C:6]([OH:5])=[O:16])[N:15]=2)=[CH:25][CH:26]=1, predict the reactants needed to synthesize it. The reactants are: C([O:5][C:6](=[O:16])[C:7]1[CH:12]=[CH:11][CH:10]=[C:9]([C:13](=[NH:15])[NH2:14])[CH:8]=1)(C)(C)C.CN([CH:20]=[CH:21][C:22]([C:24]1[CH:29]=[CH:28][C:27]([F:30])=[CH:26][CH:25]=1)=O)C.[H-].[Na+]. (4) The reactants are: [CH3:1][CH:2]([CH3:33])[C:3]1[N:4]=[C:5]([N:27]([CH3:32])[S:28]([CH3:31])(=[O:30])=[O:29])[N:6]=[C:7]([C:20]2[CH:25]=[CH:24][C:23]([F:26])=[CH:22][CH:21]=2)[C:8]=1/[CH:9]=[CH:10]/[C@H:11]([CH2:13][C@H:14]([CH2:16][C:17]([O-:19])=[O:18])[OH:15])[OH:12].[CH3:1][CH:2]([CH3:33])[C:3]1[N:4]=[C:5]([N:27]([CH3:32])[S:28]([CH3:31])(=[O:29])=[O:30])[N:6]=[C:7]([C:20]2[CH:21]=[CH:22][C:23]([F:26])=[CH:24][CH:25]=2)[C:8]=1/[CH:9]=[CH:10]/[C@H:11]([CH2:13][C@H:14]([CH2:16][C:17]([O-:19])=[O:18])[OH:15])[OH:12].[Ca+2].C(O)CCCCCCC.O. Given the product [CH3:33][CH:2]([C:3]1[N:4]=[C:5]([N:27]([S:28]([CH3:31])(=[O:29])=[O:30])[CH3:32])[N:6]=[C:7]([C:20]2[CH:21]=[CH:22][C:23]([F:26])=[CH:24][CH:25]=2)[C:8]=1/[CH:9]=[CH:10]/[C@@H:11]([OH:12])[CH2:13][C@@H:14]([OH:15])[CH2:16][C:17]([OH:19])=[O:18])[CH3:1], predict the reactants needed to synthesize it. (5) Given the product [Cl:36][C:33]1[CH:34]=[CH:35][C:30]([CH:24]([C:21]2[CH:20]=[CH:19][C:18]([Cl:17])=[CH:23][CH:22]=2)[N:25]2[CH2:28][C:27](=[C:9]([C:4]3[CH:3]=[C:2]([F:1])[CH:7]=[C:6]([F:8])[CH:5]=3)[C:10]#[N:11])[CH2:26]2)=[CH:31][CH:32]=1, predict the reactants needed to synthesize it. The reactants are: [F:1][C:2]1[CH:3]=[C:4]([CH2:9][C:10]#[N:11])[CH:5]=[C:6]([F:8])[CH:7]=1.C([Li])CCC.[Cl:17][C:18]1[CH:23]=[CH:22][C:21]([CH:24]([C:30]2[CH:35]=[CH:34][C:33]([Cl:36])=[CH:32][CH:31]=2)[N:25]2[CH2:28][C:27](=O)[CH2:26]2)=[CH:20][CH:19]=1.C(N(CC)C(C)C)(C)C.CS(Cl)(=O)=O.